From a dataset of Catalyst prediction with 721,799 reactions and 888 catalyst types from USPTO. Predict which catalyst facilitates the given reaction. (1) Reactant: Cl.[CH2:2]1[C:10]2[C:5](=[CH:6][CH:7]=[CH:8][CH:9]=2)[CH2:4][CH:3]1[NH:11][C:12]1[N:13]=[CH:14][C:15]2[CH2:21][N:20]([C:22](=[O:39])[CH2:23][N:24]([CH2:32][CH2:33][C:34]3[N:35]=[N:36][NH:37][CH:38]=3)C(=O)OC(C)(C)C)[CH2:19][CH2:18][C:16]=2[N:17]=1. Product: [CH2:2]1[C:10]2[C:5](=[CH:6][CH:7]=[CH:8][CH:9]=2)[CH2:4][CH:3]1[NH:11][C:12]1[N:13]=[CH:14][C:15]2[CH2:21][N:20]([C:22](=[O:39])[CH2:23][NH:24][CH2:32][CH2:33][C:34]3[N:35]=[N:36][NH:37][CH:38]=3)[CH2:19][CH2:18][C:16]=2[N:17]=1. The catalyst class is: 98. (2) Reactant: [OH:1][CH2:2][CH2:3][CH2:4][CH2:5][CH2:6][CH2:7][CH2:8][N:9]1[C:17](=[O:18])[C:16]2[C:11](=[CH:12][CH:13]=[CH:14][CH:15]=2)[C:10]1=[O:19].C(Cl)Cl.[C:23]1([CH3:33])[CH:28]=[CH:27][C:26]([S:29](Cl)(=[O:31])=[O:30])=[CH:25][CH:24]=1.N1C=CC=CC=1. Product: [O:18]=[C:17]1[C:16]2[C:11](=[CH:12][CH:13]=[CH:14][CH:15]=2)[C:10](=[O:19])[N:9]1[CH2:8][CH2:7][CH2:6][CH2:5][CH2:4][CH2:3][CH2:2][O:1][S:29]([C:26]1[CH:27]=[CH:28][C:23]([CH3:33])=[CH:24][CH:25]=1)(=[O:31])=[O:30]. The catalyst class is: 6. (3) Reactant: [CH3:1][N:2]([CH3:28])[C:3]([C:5]1[C:6]2[CH:7]([OH:27])[C@H:8]([OH:26])[C@@H:9]([C:20]3[CH:25]=[CH:24][CH:23]=[CH:22][CH:21]=3)[NH:10][C:11]=2[C:12]2[N:17]=[C:16]([CH3:18])[N:15]([CH3:19])[C:13]=2[CH:14]=1)=[O:4].CS(O)(=O)=O.C(=O)([O-])O.[Na+].[CH2:39](O)[CH2:40][CH2:41][CH3:42]. Product: [CH3:28][N:2]([CH3:1])[C:3]([C:5]1[C:6]2[C@@H:7]([O:27][CH2:39][CH2:40][CH2:41][CH3:42])[C@H:8]([OH:26])[C@@H:9]([C:20]3[CH:25]=[CH:24][CH:23]=[CH:22][CH:21]=3)[NH:10][C:11]=2[C:12]2[N:17]=[C:16]([CH3:18])[N:15]([CH3:19])[C:13]=2[CH:14]=1)=[O:4]. The catalyst class is: 4. (4) Reactant: [Br:1][C:2]1[CH:3]=[C:4]([C:8]2[CH:9]([CH2:14][OH:15])[CH2:10][O:11][CH2:12][CH:13]=2)[CH:5]=[CH:6][CH:7]=1.C(N(CC)CC)C.[CH3:23][S:24](Cl)(=[O:26])=[O:25]. Product: [CH3:23][S:24]([O:15][CH2:14][CH:9]1[C:8]([C:4]2[CH:5]=[CH:6][CH:7]=[C:2]([Br:1])[CH:3]=2)=[CH:13][CH2:12][O:11][CH2:10]1)(=[O:26])=[O:25]. The catalyst class is: 34.